Dataset: Forward reaction prediction with 1.9M reactions from USPTO patents (1976-2016). Task: Predict the product of the given reaction. (1) Given the reactants [NH2:1][N:2]1[N:11]=[C:10]([N:12]2[CH2:17][CH2:16][O:15][CH2:14][CH2:13]2)[C:9]2[C:4](=[CH:5][CH:6]=[CH:7][CH:8]=2)[C:3]1=[O:18].[CH3:19][C:20]1[CH:25]=[CH:24][C:23]([CH3:26])=[CH:22][C:21]=1[CH2:27][C:28](O)=[O:29], predict the reaction product. The product is: [CH3:19][C:20]1[CH:25]=[CH:24][C:23]([CH3:26])=[CH:22][C:21]=1[CH2:27][C:28]([NH:1][N:2]1[N:11]=[C:10]([N:12]2[CH2:17][CH2:16][O:15][CH2:14][CH2:13]2)[C:9]2[C:4](=[CH:5][CH:6]=[CH:7][CH:8]=2)[C:3]1=[O:18])=[O:29]. (2) Given the reactants [NH2:1][C@H:2]([CH3:7])[CH2:3][C:4]([OH:6])=[O:5].[C:8](=O)([O:14]C(C)(C)C)[O:9][C:10]([CH3:13])([CH3:12])[CH3:11], predict the reaction product. The product is: [C:10]([O:9][C:8]([NH:1][C@H:2]([CH3:7])[CH2:3][C:4]([OH:6])=[O:5])=[O:14])([CH3:13])([CH3:12])[CH3:11].